From a dataset of Catalyst prediction with 721,799 reactions and 888 catalyst types from USPTO. Predict which catalyst facilitates the given reaction. (1) Reactant: Cl.[F:2][C:3]1[CH:4]=[C:5]([C@@H:14]([C:16]2[C:21]([F:22])=[CH:20][CH:19]=[CH:18][N:17]=2)[NH2:15])[CH:6]=[CH:7][C:8]=1[O:9][C:10]([F:13])([F:12])[F:11].[CH3:23][O:24][C:25]([C:27]1[CH:28]=[CH:29][C:30]([C:33](O)=[O:34])=[N:31][CH:32]=1)=[O:26].CN(C(ON1N=NC2C=CC=NC1=2)=[N+](C)C)C.F[P-](F)(F)(F)(F)F.CCN(C(C)C)C(C)C. Product: [F:2][C:3]1[CH:4]=[C:5]([C@H:14]([NH:15][C:33]([C:30]2[CH:29]=[CH:28][C:27]([C:25]([O:24][CH3:23])=[O:26])=[CH:32][N:31]=2)=[O:34])[C:16]2[C:21]([F:22])=[CH:20][CH:19]=[CH:18][N:17]=2)[CH:6]=[CH:7][C:8]=1[O:9][C:10]([F:13])([F:12])[F:11]. The catalyst class is: 18. (2) Reactant: Br[CH:2]([CH3:15])[C:3]([C:5]1[CH:6]=[C:7]([CH:12]=[CH:13][CH:14]=1)[C:8]([O:10][CH3:11])=[O:9])=O.C(C([O:22][CH2:23][C:24]([NH2:26])=[S:25])=O)(C)(C)C. Product: [OH:22][CH2:23][C:24]1[S:25][C:2]([CH3:15])=[C:3]([C:5]2[CH:6]=[C:7]([CH:12]=[CH:13][CH:14]=2)[C:8]([O:10][CH3:11])=[O:9])[N:26]=1. The catalyst class is: 14. (3) Reactant: C([O:8][C:9]1[CH:10]=[C:11]([C:17]2[O:18][CH:19]=[C:20]([CH2:22][CH:23]([C:28]([C:30]3[C:35]([CH3:36])=[CH:34][CH:33]=[CH:32][N:31]=3)=[O:29])C(OC)=O)[N:21]=2)[CH:12]=[CH:13][C:14]=1[O:15][CH3:16])C1C=CC=CC=1.Cl. Product: [OH:8][C:9]1[CH:10]=[C:11]([C:17]2[O:18][CH:19]=[C:20]([CH2:22][CH2:23][C:28]([C:30]3[C:35]([CH3:36])=[CH:34][CH:33]=[CH:32][N:31]=3)=[O:29])[N:21]=2)[CH:12]=[CH:13][C:14]=1[O:15][CH3:16]. The catalyst class is: 8. (4) Reactant: Cl[C:2]1[C:11]2[C:6](=[CH:7][C:8]([O:12][CH3:13])=[CH:9][CH:10]=2)[C:5]([CH:14]=[O:15])=[C:4]([CH3:16])[N:3]=1.[CH:17]([C:20]1[CH:28]=[CH:27][C:26]2[NH:25][N:24]=[CH:23][C:22]=2[C:21]=1B(O)O)([CH3:19])[CH3:18].C([O-])([O-])=O.[Na+].[Na+]. Product: [CH:17]([C:20]1[C:21]([C:2]2[C:11]3[C:6](=[CH:7][C:8]([O:12][CH3:13])=[CH:9][CH:10]=3)[C:5]([CH:14]=[O:15])=[C:4]([CH3:16])[N:3]=2)=[C:22]2[C:26](=[CH:27][CH:28]=1)[NH:25][N:24]=[CH:23]2)([CH3:19])[CH3:18]. The catalyst class is: 77. (5) Reactant: [CH3:1][O:2][CH2:3][CH2:4][N:5]1[CH:14]([C:15]2[S:16][CH:17]=[CH:18][CH:19]=2)[CH:13]([C:20]([NH:22][C:23]2[CH:31]=[CH:30][C:26]([C:27]([OH:29])=O)=[CH:25][CH:24]=2)=[O:21])[C:12]2[C:7](=[CH:8][CH:9]=[CH:10][CH:11]=2)[C:6]1=[O:32].[CH3:33][N:34](C(ON1N=NC2C=CC=NC1=2)=[N+](C)C)[CH3:35].F[P-](F)(F)(F)(F)F.CNC. Product: [CH3:33][N:34]([CH3:35])[C:27]([C:26]1[CH:25]=[CH:24][C:23]([NH:22][C:20]([CH:13]2[C:12]3[C:7](=[CH:8][CH:9]=[CH:10][CH:11]=3)[C:6](=[O:32])[N:5]([CH2:4][CH2:3][O:2][CH3:1])[CH:14]2[C:15]2[S:16][CH:17]=[CH:18][CH:19]=2)=[O:21])=[CH:31][CH:30]=1)=[O:29]. The catalyst class is: 4. (6) Reactant: C(O[C:4](=[C:6]([C:9]#[N:10])[C:7]#[N:8])[CH3:5])C.[F:11][C:12]1[CH:17]=[C:16]([O:18][CH3:19])[CH:15]=[CH:14][C:13]=1[NH:20][NH2:21].C(Cl)Cl.Cl. Product: [NH2:10][C:9]1[N:20]([C:13]2[CH:14]=[CH:15][C:16]([O:18][CH3:19])=[CH:17][C:12]=2[F:11])[N:21]=[C:4]([CH3:5])[C:6]=1[C:7]#[N:8]. The catalyst class is: 14. (7) Reactant: [C:1]1([S:7]([C:10]2[CH:21]=[CH:20][C:13]3[NH:14][CH2:15][C:16]([CH3:19])([CH3:18])[O:17][C:12]=3[CH:11]=2)(=[O:9])=[O:8])[CH:6]=[CH:5][CH:4]=[CH:3][CH:2]=1.[Cl-].Br[C:24]1[CH:29]=[CH:28][NH+:27]=[CH:26][CH:25]=1. Product: [C:1]1([S:7]([C:10]2[CH:21]=[CH:20][C:13]3[N:14]([C:24]4[CH:29]=[CH:28][N:27]=[CH:26][CH:25]=4)[CH2:15][C:16]([CH3:18])([CH3:19])[O:17][C:12]=3[CH:11]=2)(=[O:9])=[O:8])[CH:6]=[CH:5][CH:4]=[CH:3][CH:2]=1. The catalyst class is: 4. (8) Reactant: [C:1]([C:5]1[CH:6]=[C:7]([CH:12]=[CH:13][C:14]=1[OH:15])[C:8]([O:10][CH3:11])=[O:9])([CH3:4])([CH3:3])[CH3:2].[I:16]N1C(=O)CCC1=O.FC(F)(F)S(O)(=O)=O.O. Product: [C:1]([C:5]1[CH:6]=[C:7]([CH:12]=[C:13]([I:16])[C:14]=1[OH:15])[C:8]([O:10][CH3:11])=[O:9])([CH3:4])([CH3:2])[CH3:3]. The catalyst class is: 98.